This data is from Full USPTO retrosynthesis dataset with 1.9M reactions from patents (1976-2016). The task is: Predict the reactants needed to synthesize the given product. (1) Given the product [Br:17][C:8]1([C:13]([CH3:16])([CH3:15])[CH3:14])[CH2:7][CH2:6][C:5]2[C:10](=[CH:11][C:2]([Br:1])=[CH:3][CH:4]=2)[C:9]1=[O:12], predict the reactants needed to synthesize it. The reactants are: [Br:1][C:2]1[CH:11]=[C:10]2[C:5]([CH2:6][CH2:7][CH:8]([C:13]([CH3:16])([CH3:15])[CH3:14])[C:9]2=[O:12])=[CH:4][CH:3]=1.[Br:17]Br. (2) Given the product [Cl:17][C:13]1[C:12]2[C:7](=[CH:8][CH:9]=[CH:10][CH:11]=2)[N:6]=[CH:5][C:4]=1[N+:1]([O-:3])=[O:2], predict the reactants needed to synthesize it. The reactants are: [N+:1]([C:4]1[CH:5]=[N:6][C:7]2[C:12]([C:13]=1O)=[CH:11][CH:10]=[CH:9][CH:8]=2)([O-:3])=[O:2].S(Cl)([Cl:17])=O.CN(C)C=O. (3) Given the product [Cl:31][C:32]1[CH:33]=[C:34]([NH:38][C:39](=[O:62])[NH:40][C:41]2[CH:42]=[CH:43][C:44]([C:47]3[S:51][C:50]([CH:52]4[CH2:53][CH2:54][CH:55]([C:58]([OH:60])=[O:59])[CH2:56][CH2:57]4)=[N:49][CH:48]=3)=[CH:45][CH:46]=2)[CH:35]=[CH:36][CH:37]=1, predict the reactants needed to synthesize it. The reactants are: FC(F)(F)C1C=C(NC(=O)NC2C=CC(C3SC(CCC(O)=O)=NC=3)=CC=2)C=CC=1.[Cl:31][C:32]1[CH:33]=[C:34]([NH:38][C:39](=[O:62])[NH:40][C:41]2[CH:46]=[CH:45][C:44]([C:47]3[S:51][C:50]([CH:52]4[CH2:57][CH2:56][CH:55]([C:58]([O:60]C)=[O:59])[CH2:54][CH2:53]4)=[N:49][CH:48]=3)=[CH:43][CH:42]=2)[CH:35]=[CH:36][CH:37]=1.